Dataset: Full USPTO retrosynthesis dataset with 1.9M reactions from patents (1976-2016). Task: Predict the reactants needed to synthesize the given product. Given the product [NH2:14][C:15]1[CH:20]=[CH:19][N:18]([CH2:21][CH:22]2[CH2:27][CH2:26]2)[C:17](=[O:28])[N:16]=1, predict the reactants needed to synthesize it. The reactants are: N1C=CC(N)=NC1=O.BrCC1CC1.[NH2:14][C:15]1[CH:20]=[CH:19][N:18]([CH2:21][C:22]2[CH:27]=[CH:26]C=CC=2)[C:17](=[O:28])[N:16]=1.